Dataset: Peptide-MHC class II binding affinity with 134,281 pairs from IEDB. Task: Regression. Given a peptide amino acid sequence and an MHC pseudo amino acid sequence, predict their binding affinity value. This is MHC class II binding data. (1) The peptide sequence is SAIQGNVTSIHSLLD. The MHC is DRB5_0101 with pseudo-sequence DRB5_0101. The binding affinity (normalized) is 0.0953. (2) The peptide sequence is LVKFVAGDGDVVAVD. The MHC is DRB1_1201 with pseudo-sequence DRB1_1201. The binding affinity (normalized) is 0.174. (3) The peptide sequence is RGLLRRARGGPHHRR. The MHC is HLA-DPA10201-DPB11401 with pseudo-sequence HLA-DPA10201-DPB11401. The binding affinity (normalized) is 0.